Dataset: Reaction yield outcomes from USPTO patents with 853,638 reactions. Task: Predict the reaction yield, written as a fraction of the theoretical maximum amount of product (1.0 means a 100% yield; for example, 0.34 means a 34% yield). (1) The reactants are [N+:1]([C:4]1[CH:5]=[C:6]([C:12]#[N:13])[C:7](=[CH:10][CH:11]=1)[C:8]#[N:9])([O-])=O. The catalyst is CCO.[Pd]. The product is [NH2:1][C:4]1[CH:5]=[C:6]([C:12]#[N:13])[C:7](=[CH:10][CH:11]=1)[C:8]#[N:9]. The yield is 0.800. (2) The reactants are Br[C:2]1[CH:7]=[CH:6][CH:5]=[CH:4][C:3]=1[CH:8]([CH3:10])[CH3:9].[Mg].II.[CH3:14][C:15]([CH3:35])([CH3:34])[CH2:16][C:17]([NH:19][C:20]1[C:21]([CH3:33])=[C:22]([CH3:32])[C:23]2[O:27][C:26]([CH3:29])([CH3:28])[C:25](=[O:30])[C:24]=2[CH:31]=1)=[O:18]. The catalyst is C1COCC1. The product is [OH:30][C:25]1([C:7]2[CH:6]=[CH:5][CH:4]=[C:3]([CH:8]([CH3:10])[CH3:9])[CH:2]=2)[C:24]2[CH:31]=[C:20]([NH:19][C:17](=[O:18])[CH2:16][C:15]([CH3:35])([CH3:34])[CH3:14])[C:21]([CH3:33])=[C:22]([CH3:32])[C:23]=2[O:27][C:26]1([CH3:28])[CH3:29]. The yield is 0.160.